From a dataset of Retrosynthesis with 50K atom-mapped reactions and 10 reaction types from USPTO. Predict the reactants needed to synthesize the given product. (1) Given the product CN(C)Cc1csc(CO)c1, predict the reactants needed to synthesize it. The reactants are: CN(C)C(=O)c1csc(CO)c1. (2) The reactants are: Nc1cccc(O)c1.O=C(Cl)C1CCCC1. Given the product O=C(Nc1cccc(O)c1)C1CCCC1, predict the reactants needed to synthesize it. (3) Given the product Cc1nc2c3c(c(C(=O)NCCO)cc2n1C)CCC(c1ccccc1)O3, predict the reactants needed to synthesize it. The reactants are: Cc1nc2c3c(c(C(=O)O)cc2n1C)CCC(c1ccccc1)O3.NCCO. (4) Given the product CCC(=O)c1ccc(N)cc1, predict the reactants needed to synthesize it. The reactants are: CCC(=O)c1ccc(NC(C)=O)cc1.